This data is from TCR-epitope binding with 47,182 pairs between 192 epitopes and 23,139 TCRs. The task is: Binary Classification. Given a T-cell receptor sequence (or CDR3 region) and an epitope sequence, predict whether binding occurs between them. (1) The epitope is FTYASALWEI. The TCR CDR3 sequence is CASSFPPTGSGSGETQYF. Result: 1 (the TCR binds to the epitope). (2) The epitope is QECVRGTTVL. The TCR CDR3 sequence is CASSFGTGIEQYF. Result: 1 (the TCR binds to the epitope). (3) The epitope is TPGPGVRYPL. The TCR CDR3 sequence is CASSLGMGQSYEQYF. Result: 0 (the TCR does not bind to the epitope). (4) The epitope is KLSALGINAV. The TCR CDR3 sequence is CSASPGTGISTDTQYF. Result: 1 (the TCR binds to the epitope). (5) The TCR CDR3 sequence is CASRLGPGQPYERYF. The epitope is FSKQLQQSM. Result: 0 (the TCR does not bind to the epitope). (6) The epitope is FSKQLQQSM. The TCR CDR3 sequence is CASSLDQGWHQYF. Result: 0 (the TCR does not bind to the epitope). (7) The TCR CDR3 sequence is CAISDQSYEQYF. The epitope is LPAADLDDF. Result: 1 (the TCR binds to the epitope).